From a dataset of Reaction yield outcomes from USPTO patents with 853,638 reactions. Predict the reaction yield, written as a fraction of the theoretical maximum amount of product (1.0 means a 100% yield; for example, 0.34 means a 34% yield). (1) The reactants are [NH:1]1[CH2:4][CH:3]([CH:5]2[CH2:10][CH2:9][N:8]([C:11]([C:13]3[S:14][CH:15]=[CH:16][N:17]=3)=[O:12])[CH2:7][CH2:6]2)[CH2:2]1.[C:18]1([C:24]2[O:25][C:26]3[CH:32]=[C:31]([C:33](O)=[O:34])[CH:30]=[CH:29][C:27]=3[N:28]=2)[CH:23]=[CH:22][CH:21]=[CH:20][CH:19]=1.CCN(CC)CC.CN(C(ON1N=NC2C=CC=NC1=2)=[N+](C)C)C.F[P-](F)(F)(F)(F)F. The catalyst is C(Cl)Cl. The product is [C:18]1([C:24]2[O:25][C:26]3[CH:32]=[C:31]([C:33]([N:1]4[CH2:2][CH:3]([CH:5]5[CH2:6][CH2:7][N:8]([C:11]([C:13]6[S:14][CH:15]=[CH:16][N:17]=6)=[O:12])[CH2:9][CH2:10]5)[CH2:4]4)=[O:34])[CH:30]=[CH:29][C:27]=3[N:28]=2)[CH:23]=[CH:22][CH:21]=[CH:20][CH:19]=1. The yield is 0.390. (2) The reactants are C(OC(=O)[NH:7][CH2:8][C:9]#[C:10][C:11]1[CH:29]=[N:28][C:14]2[NH:15][CH2:16][CH2:17][N:18]([CH2:19][C:20]3[CH:25]=[C:24]([Cl:26])[CH:23]=[CH:22][C:21]=3[Cl:27])[C:13]=2[CH:12]=1)(C)(C)C.FC(F)(F)C(O)=O.[OH-].[Na+]. The catalyst is C(Cl)Cl. The product is [Cl:27][C:21]1[CH:22]=[CH:23][C:24]([Cl:26])=[CH:25][C:20]=1[CH2:19][N:18]1[CH2:17][CH2:16][NH:15][C:14]2[N:28]=[CH:29][C:11]([C:10]#[C:9][CH2:8][NH2:7])=[CH:12][C:13]1=2. The yield is 0.370. (3) The reactants are [CH3:1][C:2]1[CH:6]=[C:5]([NH:7][S:8]([C:11]2[CH:16]=[CH:15][C:14](Br)=[CH:13][CH:12]=2)(=[O:10])=[O:9])[O:4][N:3]=1.[CH3:18][O:19][C:20]1[CH:25]=[CH:24][C:23](B(O)O)=[CH:22][CH:21]=1. No catalyst specified. The product is [CH3:1][C:2]1[CH:6]=[C:5]([NH:7][S:8]([C:11]2[CH:16]=[CH:15][C:14]([C:23]3[CH:24]=[CH:25][C:20]([O:19][CH3:18])=[CH:21][CH:22]=3)=[CH:13][CH:12]=2)(=[O:10])=[O:9])[O:4][N:3]=1. The yield is 0.820. (4) The reactants are [OH:1][CH2:2][CH2:3][CH2:4][O:5][C:6]1[CH:13]=[CH:12][C:9]([CH:10]=[O:11])=[C:8]([O:14][CH2:15][O:16][CH3:17])[CH:7]=1.[H-].[Na+].Br[CH2:21][CH:22]1[CH2:24][CH2:23]1.O. The catalyst is CN(C)C=O.C(OCC)(=O)C. The product is [CH:22]1([CH2:21][O:1][CH2:2][CH2:3][CH2:4][O:5][C:6]2[CH:13]=[CH:12][C:9]([CH:10]=[O:11])=[C:8]([O:14][CH2:15][O:16][CH3:17])[CH:7]=2)[CH2:24][CH2:23]1. The yield is 0.470. (5) The reactants are C([N:8]1[CH2:13][CH2:12][NH:11][CH2:10][CH2:9]1)(OC(C)(C)C)=O.[Br:14][C:15]1[CH:20]=[CH:19][C:18]([S:21](Cl)(=[O:23])=[O:22])=[CH:17][CH:16]=1.CCN(C(C)C)C(C)C. The catalyst is C(Cl)Cl.C(OCC)(=O)C. The product is [Br:14][C:15]1[CH:20]=[CH:19][C:18]([S:21]([N:8]2[CH2:9][CH2:10][NH:11][CH2:12][CH2:13]2)(=[O:23])=[O:22])=[CH:17][CH:16]=1. The yield is 1.00.